Dataset: Reaction yield outcomes from USPTO patents with 853,638 reactions. Task: Predict the reaction yield, written as a fraction of the theoretical maximum amount of product (1.0 means a 100% yield; for example, 0.34 means a 34% yield). (1) The reactants are [C:1]([NH:4][CH2:5][CH2:6][CH:7]1[C:15]2[C:10](=[CH:11][CH:12]=[C:13]([NH:17][C:18](=[O:31])[CH2:19][CH2:20][CH:21]([O:23]CC3C=CC=CC=3)[CH3:22])[C:14]=2O)[CH2:9][CH2:8]1)(=[O:3])[CH3:2].[C:32]1([CH3:42])[CH:37]=[CH:36][C:35](S([O-])(=O)=O)=[CH:34][CH:33]=1.[NH+]1C=CC=CC=1. The catalyst is C1(C)C(C)=CC=CC=1. The product is [CH2:42]([O:23][CH:21]([CH3:22])[CH2:20][CH2:19][C:18]1[O:31][C:14]2[C:15]3[CH:7]([CH2:6][CH2:5][NH:4][C:1](=[O:3])[CH3:2])[CH2:8][CH2:9][C:10]=3[CH:11]=[CH:12][C:13]=2[N:17]=1)[C:32]1[CH:37]=[CH:36][CH:35]=[CH:34][CH:33]=1. The yield is 0.810. (2) The reactants are [Si:1]([O:8][CH2:9][CH2:10][C@H:11]1[CH2:22][CH2:21][C:20]2[S:19][C:18]3[N:17]=[CH:16][N:15]=[C:14](Cl)[C:13]=3[C:12]1=2)([C:4]([CH3:7])([CH3:6])[CH3:5])([CH3:3])[CH3:2].[N:24]1([C@H:30]2[CH2:35][CH2:34][C@H:33]([OH:36])[CH2:32][CH2:31]2)[CH2:29][CH2:28][O:27][CH2:26][CH2:25]1.[H-].[Na+]. The catalyst is C1COCC1. The product is [Si:1]([O:8][CH2:9][CH2:10][C@H:11]1[CH2:22][CH2:21][C:20]2[S:19][C:18]3[N:17]=[CH:16][N:15]=[C:14]([O:36][CH:33]4[CH2:32][CH2:31][CH:30]([N:24]5[CH2:29][CH2:28][O:27][CH2:26][CH2:25]5)[CH2:35][CH2:34]4)[C:13]=3[C:12]1=2)([C:4]([CH3:7])([CH3:6])[CH3:5])([CH3:3])[CH3:2]. The yield is 0.870. (3) The reactants are Cl[C:2]1[N:7]=[CH:6][N:5]=[C:4]([NH:8][C:9]2[CH:10]=[C:11]([NH:15]C(=O)OC(C)(C)C)[CH:12]=[CH:13][CH:14]=2)[CH:3]=1.[O:23]([C:30]1[CH:36]=[CH:35][C:33]([NH2:34])=[CH:32][CH:31]=1)[C:24]1[CH:29]=[CH:28][CH:27]=[CH:26][CH:25]=1.Cl. The catalyst is C(O)CCC. The product is [NH2:15][C:11]1[CH:10]=[C:9]([NH:8][C:4]2[CH:3]=[C:2]([NH:34][C:33]3[CH:32]=[CH:31][C:30]([O:23][C:24]4[CH:29]=[CH:28][CH:27]=[CH:26][CH:25]=4)=[CH:36][CH:35]=3)[N:7]=[CH:6][N:5]=2)[CH:14]=[CH:13][CH:12]=1. The yield is 0.378. (4) The reactants are [Cl:1][C:2]1[N:7]=[C:6]([NH:8][CH:9]2[CH2:13][CH2:12][CH2:11][CH2:10]2)[C:5]([C:14]#[C:15][CH:16]([O:20][CH2:21][CH3:22])[O:17][CH2:18][CH3:19])=[CH:4][N:3]=1.CCCC[N+](CCCC)(CCCC)CCCC.[F-]. The catalyst is C1COCC1. The product is [Cl:1][C:2]1[N:3]=[CH:4][C:5]2[CH:14]=[C:15]([CH:16]([O:20][CH2:21][CH3:22])[O:17][CH2:18][CH3:19])[N:8]([CH:9]3[CH2:13][CH2:12][CH2:11][CH2:10]3)[C:6]=2[N:7]=1. The yield is 0.760. (5) The reactants are [CH2:1]([O:8][CH2:9][Sn](CCCC)(CCCC)CCCC)[C:2]1[CH:7]=[CH:6][CH:5]=[CH:4][CH:3]=1.C([Li])CCC.[N:28]1[CH:33]=[C:32]([CH:34]2[CH2:39][CH2:38][CH2:37][N:35]2[CH3:36])[CH:31]=[CH:30][CH:29]=1.[C:40](Cl)(=[O:45])[C:41]([CH3:44])([CH3:43])[CH3:42].C(=O)=O.[NH4+].[Cl-]. The catalyst is C1COCC1. The product is [CH2:1]([O:8][CH2:9][CH:31]1[CH:30]=[CH:29][N:28]([C:40](=[O:45])[C:41]([CH3:44])([CH3:43])[CH3:42])[CH:33]=[C:32]1[CH:34]1[CH2:39][CH2:38][CH2:37][N:35]1[CH3:36])[C:2]1[CH:3]=[CH:4][CH:5]=[CH:6][CH:7]=1. The yield is 0.700.